The task is: Predict the product of the given reaction.. This data is from Forward reaction prediction with 1.9M reactions from USPTO patents (1976-2016). (1) Given the reactants [C:1]([C:3]1[CH:4]=[C:5]([CH:9]=[CH:10][CH:11]=1)[C:6](O)=[O:7])#[N:2].Cl.[CH3:13][N:14](C)[OH:15].O.[CH2:18]1COCC1, predict the reaction product. The product is: [C:1]([C:3]1[CH:4]=[C:5]([CH:9]=[CH:10][CH:11]=1)[C:6]([N:14]([O:15][CH3:18])[CH3:13])=[O:7])#[N:2]. (2) The product is: [C:1]1([C:7](=[N:8][C:9]([CH3:10])([CH2:43][C:40]2[CH:41]=[CH:42][N:37]=[CH:38][CH:39]=2)[C:11]([O:13][CH3:14])=[O:12])[C:15]2[CH:16]=[CH:17][CH:18]=[CH:19][CH:20]=2)[CH:2]=[CH:3][CH:4]=[CH:5][CH:6]=1. Given the reactants [C:1]1([C:7]([C:15]2[CH:20]=[CH:19][CH:18]=[CH:17][CH:16]=2)=[N:8][C@H:9]([C:11]([O:13][CH3:14])=[O:12])[CH3:10])[CH:6]=[CH:5][CH:4]=[CH:3][CH:2]=1.C[Si]([N-][Si](C)(C)C)(C)C.[Na+].C1COCC1.Cl.[N:37]1[CH:42]=[CH:41][C:40]([CH2:43]Cl)=[CH:39][CH:38]=1, predict the reaction product. (3) The product is: [CH2:37]([N:31]1[CH2:32][CH2:33][NH:34][C:35](=[O:36])[CH:30]1[C:27]1[CH:26]=[CH:25][C:24]([NH:23][C:16]2[C:17](=[O:22])[N:18]([CH3:20])[CH:19]=[C:14]([C:43]3[C:44]([CH3:58])=[C:45]([NH:46][C:47]([C:49]4[S:53][C:52]5[CH2:54][CH2:55][CH2:56][CH2:57][C:51]=5[CH:50]=4)=[O:48])[C:40]([F:39])=[CH:41][CH:42]=3)[N:15]=2)=[CH:29][CH:28]=1)[CH3:38]. Given the reactants O1CCOCC1.C(=O)([O-])[O-].[Na+].[Na+].Br[C:14]1[N:15]=[C:16]([NH:23][C:24]2[CH:29]=[CH:28][C:27]([CH:30]3[C:35](=[O:36])[NH:34][CH2:33][CH2:32][N:31]3[CH2:37][CH3:38])=[CH:26][CH:25]=2)[C:17](=[O:22])[N:18]([CH2:20]C)[CH:19]=1.[F:39][C:40]1[C:45]([NH:46][C:47]([C:49]2[S:53][C:52]3[CH2:54][CH2:55][CH2:56][CH2:57][C:51]=3[CH:50]=2)=[O:48])=[C:44]([CH3:58])[C:43](B2OC(C)(C)C(C)(C)O2)=[CH:42][CH:41]=1, predict the reaction product. (4) Given the reactants C(N(CC)CC)C.Cl[CH2:9][C:10]1[CH:15]=[CH:14][N:13]=[C:12]([F:16])[CH:11]=1.[SH:17][C:18]1[N:26]=[CH:25][CH:24]=[CH:23][C:19]=1[C:20]([OH:22])=[O:21].C(OCC)(=O)C, predict the reaction product. The product is: [F:16][C:12]1[CH:11]=[C:10]([CH2:9][S:17][C:18]2[C:19]([C:20]([OH:22])=[O:21])=[CH:23][CH:24]=[CH:25][N:26]=2)[CH:15]=[CH:14][N:13]=1. (5) Given the reactants [CH2:1]([N:3]1[CH:12]=[C:11]([C:13]([OH:15])=O)[C:10]2[C:5](=[CH:6][C:7]([O:18][CH3:19])=[C:8]([O:16][CH3:17])[CH:9]=2)[C:4]1=[O:20])[CH3:2].CN(C(ON1N=NC2C=CC=NC1=2)=[N+](C)C)C.F[P-](F)(F)(F)(F)F.[CH3:45][O:46][CH2:47][CH2:48][O:49][C:50]1[CH:55]=[C:54]([CH3:56])[CH:53]=[CH:52][C:51]=1[CH2:57][NH2:58].C(N(CC)CC)C, predict the reaction product. The product is: [CH2:1]([N:3]1[CH:12]=[C:11]([C:13]([NH:58][CH2:57][C:51]2[CH:52]=[CH:53][C:54]([CH3:56])=[CH:55][C:50]=2[O:49][CH2:48][CH2:47][O:46][CH3:45])=[O:15])[C:10]2[C:5](=[CH:6][C:7]([O:18][CH3:19])=[C:8]([O:16][CH3:17])[CH:9]=2)[C:4]1=[O:20])[CH3:2]. (6) Given the reactants [CH:1]1[CH:2]=[C:3]([N:9]2[CH2:14][CH2:13][N:12]([CH2:15][CH2:16][CH2:17][CH2:18][O:19][C:20]3[CH:21]=[CH:22][C:23]4[CH2:30][CH2:29][C:27](=[O:28])[NH:26][C:24]=4[CH:25]=3)[CH2:11][CH2:10]2)[C:4]([Cl:8])=[C:5]([Cl:7])[CH:6]=1.FC(F)(F)C(O)=O.O.[OH-].[Na+], predict the reaction product. The product is: [CH2:11]1[N:12]([CH2:15][CH2:16][CH2:17][CH2:18][O:19][C:20]2[CH:21]=[CH:22][C:23]3[CH:30]=[CH:29][C:27]([NH:26][C:24]=3[CH:25]=2)=[O:28])[CH2:13][CH2:14][N:9]([C:3]2[CH:2]=[CH:1][CH:6]=[C:5]([Cl:7])[C:4]=2[Cl:8])[CH2:10]1. (7) Given the reactants [CH3:1][N:2]1[C:6]2[CH:7]=[CH:8][CH:9]=[C:10]([NH2:11])[C:5]=2[N:4]=[C:3]1[CH3:12].[CH:13]([O:16][C:17]1[CH:22]=[CH:21][N:20]=[CH:19][C:18]=1[N:23]=[C:24]=[S:25])([CH3:15])[CH3:14], predict the reaction product. The product is: [CH3:1][N:2]1[C:6]2[CH:7]=[CH:8][CH:9]=[C:10]([NH:11][C:24]([NH:23][C:18]3[CH:19]=[N:20][CH:21]=[CH:22][C:17]=3[O:16][CH:13]([CH3:15])[CH3:14])=[S:25])[C:5]=2[N:4]=[C:3]1[CH3:12]. (8) Given the reactants [CH3:1][CH2:2][CH2:3][CH2:4][CH2:5][CH3:6].C([Li])CCC.O1CCCC1.Br[C:18]1[CH:23]=[CH:22][C:21]([CH3:24])=[C:20]([F:25])[CH:19]=1, predict the reaction product. The product is: [F:25][C:20]1[CH:19]=[C:18]([C:3]2[CH:2]=[CH:1][CH:6]=[CH:5][CH:4]=2)[CH:23]=[CH:22][C:21]=1[CH3:24].